Dataset: NCI-60 drug combinations with 297,098 pairs across 59 cell lines. Task: Regression. Given two drug SMILES strings and cell line genomic features, predict the synergy score measuring deviation from expected non-interaction effect. (1) Drug 1: C1=CC(=CC=C1CCC2=CNC3=C2C(=O)NC(=N3)N)C(=O)NC(CCC(=O)O)C(=O)O. Drug 2: C1=CC(=C2C(=C1NCCNCCO)C(=O)C3=C(C=CC(=C3C2=O)O)O)NCCNCCO. Cell line: A498. Synergy scores: CSS=39.0, Synergy_ZIP=-5.57, Synergy_Bliss=-5.52, Synergy_Loewe=1.63, Synergy_HSA=3.24. (2) Drug 1: C1CCC(C1)C(CC#N)N2C=C(C=N2)C3=C4C=CNC4=NC=N3. Drug 2: CS(=O)(=O)CCNCC1=CC=C(O1)C2=CC3=C(C=C2)N=CN=C3NC4=CC(=C(C=C4)OCC5=CC(=CC=C5)F)Cl. Cell line: MDA-MB-231. Synergy scores: CSS=-2.41, Synergy_ZIP=-0.214, Synergy_Bliss=-4.44, Synergy_Loewe=-7.67, Synergy_HSA=-7.82. (3) Drug 1: CC1=C2C(C(=O)C3(C(CC4C(C3C(C(C2(C)C)(CC1OC(=O)C(C(C5=CC=CC=C5)NC(=O)C6=CC=CC=C6)O)O)OC(=O)C7=CC=CC=C7)(CO4)OC(=O)C)O)C)OC(=O)C. Drug 2: C1=CN(C=N1)CC(O)(P(=O)(O)O)P(=O)(O)O. Cell line: BT-549. Synergy scores: CSS=4.98, Synergy_ZIP=2.25, Synergy_Bliss=2.36, Synergy_Loewe=-23.1, Synergy_HSA=1.66.